This data is from Full USPTO retrosynthesis dataset with 1.9M reactions from patents (1976-2016). The task is: Predict the reactants needed to synthesize the given product. (1) Given the product [F:28][C:10]([F:9])([F:27])[C:11]1[CH:20]=[C:19]([C:21]([F:23])([F:24])[F:22])[N:18]=[C:17]2[C:12]=1[CH:13]=[CH:14][C:15]([NH:25][N:26]=[CH:7][C:2]1[CH:3]=[CH:4][CH:5]=[CH:6][N:1]=1)=[N:16]2, predict the reactants needed to synthesize it. The reactants are: [N:1]1[CH:6]=[CH:5][CH:4]=[CH:3][C:2]=1[CH:7]=O.[F:9][C:10]([F:28])([F:27])[C:11]1[CH:20]=[C:19]([C:21]([F:24])([F:23])[F:22])[N:18]=[C:17]2[C:12]=1[CH:13]=[CH:14][C:15]([NH:25][NH2:26])=[N:16]2. (2) Given the product [N+:1]([C:4]1[CH:5]=[C:6]([N:10]2[C:11]3[C:12](=[CH:15][CH:16]=[CH:17][N:18]=3)[CH:13]=[C:28]([CH2:27][CH2:26][CH2:25][C:21]3[CH:20]=[N:19][CH:24]=[CH:23][CH:22]=3)[C:29]2=[O:30])[CH:7]=[CH:8][CH:9]=1)([O-:3])=[O:2], predict the reactants needed to synthesize it. The reactants are: [N+:1]([C:4]1[CH:5]=[C:6]([NH:10][C:11]2[N:18]=[CH:17][CH:16]=[CH:15][C:12]=2[CH:13]=O)[CH:7]=[CH:8][CH:9]=1)([O-:3])=[O:2].[N:19]1[CH:24]=[CH:23][CH:22]=[C:21]([CH2:25][CH2:26][CH2:27][CH2:28][C:29](OCC)=[O:30])[CH:20]=1.[Li+].CC([N-]C(C)C)C.